From a dataset of Forward reaction prediction with 1.9M reactions from USPTO patents (1976-2016). Predict the product of the given reaction. (1) Given the reactants Br[C:2]1[CH:21]=[CH:20][C:5]([CH2:6][N:7]2[C:11]([CH3:12])=[N:10][N:9]([C:13]3[CH:18]=[CH:17][CH:16]=[CH:15][CH:14]=3)[C:8]2=[O:19])=[CH:4][C:3]=1[CH3:22].C(=O)([O-])[O-].[Na+].[Na+].B([C:32]1[CH:36]=[C:35]([CH3:37])[S:34][C:33]=1[S:38]([N:41]([C:48]1[C:52]([CH3:53])=[C:51]([CH3:54])[O:50][N:49]=1)[CH2:42][O:43][CH2:44][CH2:45][O:46][CH3:47])(=[O:40])=[O:39])(O)O, predict the reaction product. The product is: [CH3:53][C:52]1[C:48]([N:41]([CH2:42][O:43][CH2:44][CH2:45][O:46][CH3:47])[S:38]([C:33]2[S:34][C:35]([CH3:37])=[CH:36][C:32]=2[C:2]2[CH:21]=[CH:20][C:5]([CH2:6][N:7]3[C:8](=[O:19])[N:9]([C:13]4[CH:18]=[CH:17][CH:16]=[CH:15][CH:14]=4)[N:10]=[C:11]3[CH3:12])=[CH:4][C:3]=2[CH3:22])(=[O:40])=[O:39])=[N:49][O:50][C:51]=1[CH3:54]. (2) The product is: [N+:6]([CH2:9][C:1]1([OH:5])[CH2:4][CH2:3][CH2:2]1)([O-:8])=[O:7]. Given the reactants [C:1]1(=[O:5])[CH2:4][CH2:3][CH2:2]1.[N+:6]([CH3:9])([O-:8])=[O:7].[O-]CC.[Na+].O, predict the reaction product. (3) Given the reactants [CH3:1][O:2][C:3]1[C:4](=[O:41])[C:5]([CH3:40])=[C:6]([CH2:12][C:13]2[CH:14]=[CH:15][C:16]([O:36]C(=O)C)=[C:17]([CH:35]=2)[C:18]([NH:20][C:21]2[CH:26]=[C:25]([C:27]([F:30])([F:29])[F:28])[CH:24]=[C:23]([C:31]([F:34])([F:33])[F:32])[CH:22]=2)=[O:19])[C:7](=[O:11])[C:8]=1[O:9][CH3:10].C(=O)([O-])O.[Na+], predict the reaction product. The product is: [CH3:1][O:2][C:3]1[C:4](=[O:41])[C:5]([CH3:40])=[C:6]([CH2:12][C:13]2[CH:14]=[CH:15][C:16]([OH:36])=[C:17]([CH:35]=2)[C:18]([NH:20][C:21]2[CH:22]=[C:23]([C:31]([F:33])([F:34])[F:32])[CH:24]=[C:25]([C:27]([F:28])([F:29])[F:30])[CH:26]=2)=[O:19])[C:7](=[O:11])[C:8]=1[O:9][CH3:10]. (4) The product is: [C:24]1([S:30][C:2]2[CH:3]=[C:4]([CH:8]3[O:12][CH2:11][CH2:10][O:9]3)[CH:5]=[CH:6][CH:7]=2)[CH:29]=[CH:28][CH:27]=[CH:26][CH:25]=1. Given the reactants Br[C:2]1[CH:3]=[C:4]([CH:8]2[O:12][CH2:11][CH2:10][O:9]2)[CH:5]=[CH:6][CH:7]=1.C([Li])CCC.CCCCCC.[C:24]1([S:30][S:30][C:24]2[CH:29]=[CH:28][CH:27]=[CH:26][CH:25]=2)[CH:29]=[CH:28][CH:27]=[CH:26][CH:25]=1, predict the reaction product. (5) The product is: [CH3:1][C:2]1[CH:14]=[C:13]([CH2:15][N:16]([S:42]([CH2:39][CH2:40][CH3:41])(=[O:44])=[O:43])[C:17]2[CH:18]=[C:19]([C:23]3[CH:24]=[CH:25][C:26]([C:29]([F:31])([F:30])[F:32])=[CH:27][CH:28]=3)[CH:20]=[CH:21][CH:22]=2)[CH:12]=[CH:11][C:3]=1[O:4][CH2:5][C:6]([O:8][CH2:9][CH3:10])=[O:7]. Given the reactants [CH3:1][C:2]1[CH:14]=[C:13]([CH2:15][NH:16][C:17]2[CH:18]=[C:19]([C:23]3[CH:28]=[CH:27][C:26]([C:29]([F:32])([F:31])[F:30])=[CH:25][CH:24]=3)[CH:20]=[CH:21][CH:22]=2)[CH:12]=[CH:11][C:3]=1[O:4][CH2:5][C:6]([O:8][CH2:9][CH3:10])=[O:7].N1C=CC=CC=1.[CH2:39]([S:42](Cl)(=[O:44])=[O:43])[CH2:40][CH3:41], predict the reaction product. (6) Given the reactants [NH2:1][CH2:2][CH2:3][NH:4][C:5]1[CH:10]=[CH:9][CH:8]=[CH:7][N:6]=1.O=[C:12]1[CH2:17][CH2:16][CH:15]([CH2:18][C:19]([O:21][CH2:22][CH3:23])=[O:20])[CH2:14][CH2:13]1.[BH4-].[Na+], predict the reaction product. The product is: [N:6]1[CH:7]=[CH:8][CH:9]=[CH:10][C:5]=1[NH:4][CH2:3][CH2:2][NH:1][CH:12]1[CH2:17][CH2:16][CH:15]([CH2:18][C:19]([O:21][CH2:22][CH3:23])=[O:20])[CH2:14][CH2:13]1. (7) Given the reactants [F:1][C:2]([F:15])([F:14])[C:3]1[NH:13][C:6]2=[N:7][CH:8]=[C:9]([CH2:11][NH2:12])[CH:10]=[C:5]2[CH:4]=1.Cl[C:17]1[CH:22]=[C:21]([CH2:23][F:24])[N:20]=[CH:19][N:18]=1.CCN(C(C)C)C(C)C, predict the reaction product. The product is: [F:24][CH2:23][C:21]1[N:20]=[CH:19][N:18]=[C:17]([NH:12][CH2:11][C:9]2[CH:10]=[C:5]3[CH:4]=[C:3]([C:2]([F:1])([F:14])[F:15])[NH:13][C:6]3=[N:7][CH:8]=2)[CH:22]=1.